From a dataset of Reaction yield outcomes from USPTO patents with 853,638 reactions. Predict the reaction yield, written as a fraction of the theoretical maximum amount of product (1.0 means a 100% yield; for example, 0.34 means a 34% yield). (1) The reactants are Cl[C:2]1[N:11]=[C:10]([N:12]([C:14]2[CH:19]=[CH:18][C:17]([O:20][CH3:21])=[CH:16][CH:15]=2)[CH3:13])[C:9]2[C:4](=[CH:5][CH:6]=[C:7]([CH3:22])[CH:8]=2)[N:3]=1.[CH3:23][NH:24][CH3:25]. The catalyst is CC(O)C. The product is [CH3:21][O:20][C:17]1[CH:18]=[CH:19][C:14]([N:12]([CH3:13])[C:10]2[C:9]3[C:4](=[CH:5][CH:6]=[C:7]([CH3:22])[CH:8]=3)[N:3]=[C:2]([N:24]([CH3:25])[CH3:23])[N:11]=2)=[CH:15][CH:16]=1. The yield is 0.260. (2) The reactants are F[C:2]1[CH:7]=[CH:6][C:5]([N+:8]([O-:10])=[O:9])=[CH:4][CH:3]=1.[CH3:11][NH:12][CH2:13][CH2:14][OH:15]. The catalyst is CN1CCCC1=O. The product is [CH3:11][N:12]([CH2:13][CH2:14][OH:15])[C:2]1[CH:7]=[CH:6][C:5]([N+:8]([O-:10])=[O:9])=[CH:4][CH:3]=1. The yield is 0.790. (3) The reactants are C([N:8]1[C:12]([CH3:14])([CH3:13])[CH2:11][CH:10]([CH2:15][N:16]2[C:24]3[C:19](=[CH:20][C:21]([C:25]4[CH:26]=[N:27][N:28]([CH:30]5[CH2:35][CH2:34][CH2:33][CH2:32][O:31]5)[CH:29]=4)=[CH:22][CH:23]=3)[CH:18]=[CH:17]2)[CH2:9]1)C1C=CC=CC=1.C([O-])=O.[NH4+].C(OCC)(=O)C. The catalyst is CO.[OH-].[OH-].[Pd+2]. The product is [CH3:13][C:12]1([CH3:14])[NH:8][CH2:9][CH:10]([CH2:15][N:16]2[C:24]3[C:19](=[CH:20][C:21]([C:25]4[CH:26]=[N:27][N:28]([CH:30]5[CH2:35][CH2:34][CH2:33][CH2:32][O:31]5)[CH:29]=4)=[CH:22][CH:23]=3)[CH:18]=[CH:17]2)[CH2:11]1. The yield is 0.700. (4) The reactants are Br[C:2]1[N:7]=[N:6][C:5]([NH2:8])=[N:4][C:3]=1[C:9]1[CH:14]=[CH:13][CH:12]=[CH:11][CH:10]=1.[CH3:15][C:16]1[CH:21]=[C:20](B2OC(C)(C)C(C)(C)O2)[CH:19]=[C:18]([C:31]([F:34])([F:33])[F:32])[N:17]=1.C([O-])([O-])=O.[K+].[K+]. The catalyst is O1CCOCC1.O. The product is [CH3:15][C:16]1[CH:21]=[C:20]([C:2]2[N:7]=[N:6][C:5]([NH2:8])=[N:4][C:3]=2[C:9]2[CH:14]=[CH:13][CH:12]=[CH:11][CH:10]=2)[CH:19]=[C:18]([C:31]([F:33])([F:32])[F:34])[N:17]=1. The yield is 0.900. (5) The product is [N:1]1([CH2:6][CH2:7][CH2:8][O:9][C:10]2[CH:15]=[CH:14][C:13]([C:16]3([CH2:22][NH:23][C:31](=[O:33])[CH3:32])[CH2:17][CH2:18][O:19][CH2:20][CH2:21]3)=[CH:12][CH:11]=2)[CH2:5][CH2:4][CH2:3][CH2:2]1. The reactants are [N:1]1([CH2:6][CH2:7][CH2:8][O:9][C:10]2[CH:15]=[CH:14][C:13]([C:16]3([CH2:22][NH2:23])[CH2:21][CH2:20][O:19][CH2:18][CH2:17]3)=[CH:12][CH:11]=2)[CH2:5][CH2:4][CH2:3][CH2:2]1.C(N(CC)CC)C.[C:31](Cl)(=[O:33])[CH3:32]. The catalyst is ClCCl. The yield is 0.450. (6) The reactants are [F:1][C:2]1[CH:7]=[C:6]([CH:8]=[O:9])[CH:5]=[C:4]([F:10])[C:3]=1[C:11]1[N:16]=[C:15]([C:17]([O:19][CH3:20])=[O:18])[CH:14]=[CH:13][C:12]=1[F:21].[BH4-].[Na+].O. The catalyst is C1COCC1. The product is [F:1][C:2]1[CH:7]=[C:6]([CH2:8][OH:9])[CH:5]=[C:4]([F:10])[C:3]=1[C:11]1[N:16]=[C:15]([C:17]([O:19][CH3:20])=[O:18])[CH:14]=[CH:13][C:12]=1[F:21]. The yield is 0.870.